Dataset: Full USPTO retrosynthesis dataset with 1.9M reactions from patents (1976-2016). Task: Predict the reactants needed to synthesize the given product. (1) Given the product [CH3:1][N:2]([C:3]1[CH:8]=[CH:7][C:6]([C:9]2[N:10]=[C:11]([N:29]3[CH2:34][CH2:33][O:32][CH2:31][CH2:30]3)[C:12]3[S:17][C:16]([CH2:18][N:19]4[CH2:24][CH2:23][NH:22][CH2:21][CH2:20]4)=[CH:15][C:13]=3[N:14]=2)=[CH:5][N:4]=1)[C:35](=[O:37])[CH3:36], predict the reactants needed to synthesize it. The reactants are: [CH3:1][NH:2][C:3]1[CH:8]=[CH:7][C:6]([C:9]2[N:10]=[C:11]([N:29]3[CH2:34][CH2:33][O:32][CH2:31][CH2:30]3)[C:12]3[S:17][C:16]([CH2:18][N:19]4[CH2:24][CH2:23][N:22](S(C)(=O)=O)[CH2:21][CH2:20]4)=[CH:15][C:13]=3[N:14]=2)=[CH:5][N:4]=1.[C:35](Cl)(=[O:37])[CH3:36].CCN(CC)CC.O.C(Cl)Cl. (2) Given the product [Cl:49][C:50]1[N:55]=[C:54]([NH:8][C:6]2[CH:7]=[C:2]([CH3:1])[C:3]([OH:12])=[C:4]([CH3:11])[CH:5]=2)[C:53]([F:57])=[CH:52][N:51]=1, predict the reactants needed to synthesize it. The reactants are: [CH3:1][C:2]1[CH:7]=[C:6]([N+:8]([O-])=O)[CH:5]=[C:4]([CH3:11])[C:3]=1[OH:12].NC1C=C(C)C(O)=C(C)C=1.C1COC2C=CC(NC3C(F)=CN=C(NC4C=CC=C(O)C=4)N=3)=CC=2O1.[Cl:49][C:50]1[N:55]=[C:54](Cl)[C:53]([F:57])=[CH:52][N:51]=1.